Predict the product of the given reaction. From a dataset of Forward reaction prediction with 1.9M reactions from USPTO patents (1976-2016). (1) Given the reactants [Cl:1][C:2]1[CH:7]=[CH:6][C:5]([CH2:8][N:9]2[CH2:13][CH2:12][S:11][C:10]2=[NH:14])=[CH:4][N:3]=1.C(N(CC)CC)C.[C:22](Cl)(=[O:29])[C:23]1[CH:28]=[CH:27][CH:26]=[CH:25][CH:24]=1, predict the reaction product. The product is: [Cl:1][C:2]1[CH:7]=[CH:6][C:5]([CH2:8][N:9]2[CH2:13][CH2:12][S:11][C:10]2=[N:14][C:22](=[O:29])[C:23]2[CH:28]=[CH:27][CH:26]=[CH:25][CH:24]=2)=[CH:4][N:3]=1. (2) Given the reactants [CH3:1][N:2]([CH3:25])[CH2:3][CH2:4][CH2:5][C:6]1([C:18]2[CH:23]=[CH:22][C:21]([F:24])=[CH:20][CH:19]=2)[C:14]2[C:9](=[CH:10][C:11]([C:15]#[N:16])=[CH:12][CH:13]=2)[C:8](=O)[O:7]1.[H-].[Al+3].[Li+].[H-].[H-].[H-].S(=O)(=O)(O)O.N, predict the reaction product. The product is: [NH2:16][CH2:15][C:11]1[CH:10]=[C:9]2[C:14](=[CH:13][CH:12]=1)[C:6]([CH2:5][CH2:4][CH2:3][N:2]([CH3:25])[CH3:1])([C:18]1[CH:23]=[CH:22][C:21]([F:24])=[CH:20][CH:19]=1)[O:7][CH2:8]2. (3) Given the reactants CCN(C(C)C)C(C)C.[N:10]1[CH:15]=[CH:14][CH:13]=[C:12]([C:16]2[NH:20][N:19]=[C:18]([C:21]([NH:23][CH2:24][C:25]([OH:27])=O)=[O:22])[CH:17]=2)[CH:11]=1.C1(C2NN=C(C(NCC(O)=O)=O)C=2)C=CC=CC=1.C(C1C=NC=CC=1)(=O)C.C1C=CC2N(O)N=NC=2C=1.CCN=C=NCCCN(C)C.Cl.[F:77][C:78]([F:91])([F:90])[C:79]1[CH:80]=[C:81]([CH:87]=[CH:88][CH:89]=1)[O:82][CH:83]1[CH2:86][NH:85][CH2:84]1, predict the reaction product. The product is: [O:27]=[C:25]([N:85]1[CH2:86][CH:83]([O:82][C:81]2[CH:87]=[CH:88][CH:89]=[C:79]([C:78]([F:77])([F:91])[F:90])[CH:80]=2)[CH2:84]1)[CH2:24][NH:23][C:21]([C:18]1[CH:17]=[C:16]([C:12]2[CH:11]=[N:10][CH:15]=[CH:14][CH:13]=2)[NH:20][N:19]=1)=[O:22]. (4) Given the reactants [OH:1][C:2]([CH3:35])([CH3:34])[CH2:3][C@@:4]1([C:28]2[CH:33]=[CH:32][CH:31]=[CH:30][CH:29]=2)[O:9][C:8](=[O:10])[N:7]([C@H:11]([C:13]2[CH:18]=[CH:17][C:16](B3OC(C)(C)C(C)(C)O3)=[CH:15][CH:14]=2)[CH3:12])[CH2:6][CH2:5]1.Br[C:37]1[CH:42]=[CH:41][N:40]=[C:39]([C:43]2([S:46]([CH3:49])(=[O:48])=[O:47])[CH2:45][CH2:44]2)[CH:38]=1, predict the reaction product. The product is: [OH:1][C:2]([CH3:34])([CH3:35])[CH2:3][C@@:4]1([C:28]2[CH:33]=[CH:32][CH:31]=[CH:30][CH:29]=2)[O:9][C:8](=[O:10])[N:7]([C@H:11]([C:13]2[CH:14]=[CH:15][C:16]([C:37]3[CH:42]=[CH:41][N:40]=[C:39]([C:43]4([S:46]([CH3:49])(=[O:48])=[O:47])[CH2:45][CH2:44]4)[CH:38]=3)=[CH:17][CH:18]=2)[CH3:12])[CH2:6][CH2:5]1. (5) Given the reactants [CH3:1][C:2]1([CH3:22])[C:10]2[N:9]=[C:8]([C:11]3[C:12]([CH3:21])=[CH:13][C:14]([CH3:20])=[C:15]([CH:19]=3)[C:16](O)=[O:17])[NH:7][C:6]=2[CH2:5][O:4][CH2:3]1.Cl.[NH:24]1[CH2:29][CH2:28][CH:27]([C:30]2[CH:37]=[CH:36][C:33]([C:34]#[N:35])=[CH:32][CH:31]=2)[CH2:26][CH2:25]1.CCN(C(C)C)C(C)C, predict the reaction product. The product is: [CH3:1][C:2]1([CH3:22])[C:10]2[N:9]=[C:8]([C:11]3[C:12]([CH3:21])=[CH:13][C:14]([CH3:20])=[C:15]([CH:19]=3)[C:16]([N:24]3[CH2:29][CH2:28][CH:27]([C:30]4[CH:37]=[CH:36][C:33]([C:34]#[N:35])=[CH:32][CH:31]=4)[CH2:26][CH2:25]3)=[O:17])[NH:7][C:6]=2[CH2:5][O:4][CH2:3]1. (6) The product is: [CH3:7][O:8][C:9]1[CH:14]=[CH:13][C:12]([S:15]([C:1]2[CH:6]=[CH:5][CH:4]=[CH:3][CH:2]=2)(=[O:17])=[O:16])=[CH:11][CH:10]=1. Given the reactants [CH:1]1[CH:6]=[CH:5][CH:4]=[CH:3][CH:2]=1.[CH3:7][O:8][C:9]1[CH:14]=[CH:13][C:12]([S:15](Cl)(=[O:17])=[O:16])=[CH:11][CH:10]=1.[Cl-].[Al+3].[Cl-].[Cl-].Cl, predict the reaction product. (7) Given the reactants [NH2:1][C:2]1[N:3]=[CH:4][C:5]([C:12]2[CH:13]=[N:14][N:15]([CH:17]3[CH2:22][CH2:21][N:20]([C:23](=[O:25])[CH3:24])[CH2:19][CH2:18]3)[CH:16]=2)=[C:6]2[CH:10]=[C:9](Cl)[O:8][C:7]=12.[O:26]1[CH2:31][CH2:30][CH2:29][CH2:28][CH:27]1[N:32]1[C:40]2[C:35](=[CH:36][C:37](B3OC(C)(C)C(C)(C)O3)=[CH:38][CH:39]=2)[C:34]([C:50]#[N:51])=[N:33]1, predict the reaction product. The product is: [C:23]([N:20]1[CH2:21][CH2:22][CH:17]([N:15]2[CH:16]=[C:12]([C:5]3[CH:4]=[N:3][C:2]([NH2:1])=[C:7]4[O:8][C:9]([C:37]5[CH:36]=[C:35]6[C:40](=[CH:39][CH:38]=5)[N:32]([CH:27]5[CH2:28][CH2:29][CH2:30][CH2:31][O:26]5)[N:33]=[C:34]6[C:50]#[N:51])=[CH:10][C:6]=34)[CH:13]=[N:14]2)[CH2:18][CH2:19]1)(=[O:25])[CH3:24]. (8) Given the reactants [C:1]([O:5][C:6]([N:8]([C@@H:19]1[CH2:28][C:27]2[CH:26]=[C:25]([O:29][C:30]3[CH:31]=[C:32]([CH:37]=[C:38]([N+:40]([O-])=O)[CH:39]=3)[C:33]([O:35][CH3:36])=[O:34])[CH:24]=[CH:23][C:22]=2[CH2:21][CH2:20]1)[CH2:9][C@@H:10]([C:12]1[CH:17]=[CH:16][CH:15]=[C:14]([Cl:18])[CH:13]=1)[OH:11])=[O:7])([CH3:4])([CH3:3])[CH3:2].C(O)C.[Cl-].[NH4+], predict the reaction product. The product is: [NH2:40][C:38]1[CH:37]=[C:32]([CH:31]=[C:30]([O:29][C:25]2[CH:24]=[CH:23][C:22]3[CH2:21][CH2:20][C@H:19]([N:8]([C:6]([O:5][C:1]([CH3:4])([CH3:3])[CH3:2])=[O:7])[CH2:9][C@@H:10]([C:12]4[CH:17]=[CH:16][CH:15]=[C:14]([Cl:18])[CH:13]=4)[OH:11])[CH2:28][C:27]=3[CH:26]=2)[CH:39]=1)[C:33]([O:35][CH3:36])=[O:34]. (9) Given the reactants [Cl:1][C:2]1[CH:3]=[C:4](B2OC(C)(C)C(C)(C)O2)[CH:5]=[C:6]([Cl:9])[C:7]=1[CH3:8].C([O-])([O-])=O.[K+].[K+].Br[C:26]([C:28]([F:31])([F:30])[F:29])=[CH2:27], predict the reaction product. The product is: [Cl:9][C:6]1[CH:5]=[C:4]([C:26]([C:28]([F:31])([F:30])[F:29])=[CH2:27])[CH:3]=[C:2]([Cl:1])[C:7]=1[CH3:8].